From a dataset of Catalyst prediction with 721,799 reactions and 888 catalyst types from USPTO. Predict which catalyst facilitates the given reaction. Reactant: C([O-])=O.[NH4+].[CH2:5]([O:12][CH2:13][CH2:14][C@H:15]1[CH2:20][CH2:19][C@H:18]([C@H:21]2[CH2:25][CH2:24][CH2:23][N:22]2[C@@H](C2C=CC=CC=2)CO)[CH2:17][CH2:16]1)[C:6]1[CH:11]=[CH:10][CH:9]=[CH:8][CH:7]=1. Product: [CH2:5]([O:12][CH2:13][CH2:14][C@H:15]1[CH2:20][CH2:19][C@H:18]([C@H:21]2[CH2:25][CH2:24][CH2:23][NH:22]2)[CH2:17][CH2:16]1)[C:6]1[CH:11]=[CH:10][CH:9]=[CH:8][CH:7]=1. The catalyst class is: 19.